The task is: Predict the product of the given reaction.. This data is from Forward reaction prediction with 1.9M reactions from USPTO patents (1976-2016). (1) Given the reactants Br[C:2]1[C:18](=[O:19])[N:17]([CH:20]2[CH2:24][CH2:23][CH2:22][CH2:21]2)[C:5]2[N:6]=[C:7]([NH:11][CH2:12][C:13]([OH:16])([CH3:15])[CH3:14])[N:8]=[C:9]([CH3:10])[C:4]=2[CH:3]=1.[CH3:25][O:26][C:27]1[N:32]=[CH:31][C:30](B(O)O)=[CH:29][CH:28]=1.C(=O)([O-])[O-].[K+].[K+], predict the reaction product. The product is: [CH:20]1([N:17]2[C:5]3[N:6]=[C:7]([NH:11][CH2:12][C:13]([OH:16])([CH3:15])[CH3:14])[N:8]=[C:9]([CH3:10])[C:4]=3[CH:3]=[C:2]([C:30]3[CH:31]=[N:32][C:27]([O:26][CH3:25])=[CH:28][CH:29]=3)[C:18]2=[O:19])[CH2:24][CH2:23][CH2:22][CH2:21]1. (2) Given the reactants [Cl:1][C:2]1[CH:3]=[C:4]([CH:41]=[CH:42][CH:43]=1)[CH2:5][N:6]1[CH2:39][C:11]2[CH:12]=[C:13]3[C:17](=[CH:18][C:10]=2[NH:9][C:8](=[O:40])[CH2:7]1)[N:16]([C:19]([C:32]1[CH:37]=[CH:36][CH:35]=[CH:34][CH:33]=1)([C:26]1[CH:31]=[CH:30][CH:29]=[CH:28][CH:27]=1)[C:20]1[CH:25]=[CH:24][CH:23]=[CH:22][CH:21]=1)[N:15]=[C:14]3Br.B(O)(O)[C:45]1[CH:50]=[N:49][C:48]([O:51][CH3:52])=[N:47][CH:46]=1.C([O-])([O-])=O.[K+].[K+], predict the reaction product. The product is: [Cl:1][C:2]1[CH:3]=[C:4]([CH:41]=[CH:42][CH:43]=1)[CH2:5][N:6]1[CH2:39][C:11]2[CH:12]=[C:13]3[C:17](=[CH:18][C:10]=2[NH:9][C:8](=[O:40])[CH2:7]1)[N:16]([C:19]([C:32]1[CH:37]=[CH:36][CH:35]=[CH:34][CH:33]=1)([C:26]1[CH:31]=[CH:30][CH:29]=[CH:28][CH:27]=1)[C:20]1[CH:25]=[CH:24][CH:23]=[CH:22][CH:21]=1)[N:15]=[C:14]3[C:45]1[CH:46]=[N:47][C:48]([O:51][CH3:52])=[N:49][CH:50]=1. (3) The product is: [F:20][C@H:21]([C@H:23]1[CH2:27][O:26][C:25](=[O:28])[N:24]1[C:29]1[CH:34]=[CH:33][N:32]=[C:31]([NH:17][C@H:15]([C:12]2[N:11]=[CH:10][C:9]([C:7]3[CH:6]=[CH:5][N:4]=[C:3]([C:2]([F:1])([F:18])[F:19])[CH:8]=3)=[CH:14][CH:13]=2)[CH3:16])[N:30]=1)[CH3:22]. Given the reactants [F:1][C:2]([F:19])([F:18])[C:3]1[CH:8]=[C:7]([C:9]2[CH:10]=[N:11][C:12]([C@@H:15]([NH2:17])[CH3:16])=[CH:13][CH:14]=2)[CH:6]=[CH:5][N:4]=1.[F:20][C@H:21]([C@H:23]1[CH2:27][O:26][C:25](=[O:28])[N:24]1[C:29]1[CH:34]=[CH:33][N:32]=[C:31](F)[N:30]=1)[CH3:22].CCN(C(C)C)C(C)C, predict the reaction product. (4) Given the reactants [N:1]([CH2:4][C:5]1[O:6][C:7]2[CH:13]=[CH:12][C:11]([Cl:14])=[CH:10][C:8]=2[CH:9]=1)=[N+]=[N-].C1C=CC(P(C2C=CC=CC=2)C2C=CC=CC=2)=CC=1, predict the reaction product. The product is: [Cl:14][C:11]1[CH:12]=[CH:13][C:7]2[O:6][C:5]([CH2:4][NH2:1])=[CH:9][C:8]=2[CH:10]=1. (5) Given the reactants [CH3:1][C:2]([C:7]1[CH:12]=[CH:11][C:10]([N+:13]([O-:15])=[O:14])=[CH:9][CH:8]=1)(C)[C:3](O)=O.C1(P([N:30]=[N+]=[N-])(C2C=CC=CC=2)=O)C=CC=CC=1.C(N(CC)CC)C, predict the reaction product. The product is: [N+:13]([C:10]1[CH:11]=[CH:12][C:7]([C:2]([NH2:30])([CH3:3])[CH3:1])=[CH:8][CH:9]=1)([O-:15])=[O:14]. (6) Given the reactants [Cl:1][CH2:2][C@H:3]([CH3:15])[CH2:4][O:5][C:6]1[CH:11]=[C:10](F)[C:9](F)=[CH:8][C:7]=1F.FC1C=C(F)C(F)=CC=1O.[Br:26]C[C@@H](C)CCl, predict the reaction product. The product is: [Cl:1][CH2:2][C@H:3]([CH3:15])[CH2:4][O:5][C:6]1[CH:11]=[CH:10][C:9]([Br:26])=[CH:8][CH:7]=1. (7) Given the reactants [Cl:1][C:2]1[CH:7]=[C:6]2[NH:8][C:9](=[O:41])[C:10]3([CH:15]([C:16]4[CH:21]=[C:20]([Cl:22])[CH:19]=[CH:18][C:17]=4[O:23][C:24]([CH2:30][CH3:31])([C:27](O)=[O:28])[CH2:25][CH3:26])[CH2:14][C:13](=[O:32])[NH:12][CH:11]3[C:33]3[CH:38]=[C:37]([F:39])[CH:36]=[CH:35][C:34]=3[CH3:40])[C:5]2=[CH:4][CH:3]=1.C1N=CN(C(N2C=NC=C2)=O)C=1.[CH3:54][S:55]([NH2:58])(=[O:57])=[O:56].[H-].[Na+].Cl, predict the reaction product. The product is: [Cl:1][C:2]1[CH:7]=[C:6]2[NH:8][C:9](=[O:41])[C:10]3([CH:15]([C:16]4[CH:21]=[C:20]([Cl:22])[CH:19]=[CH:18][C:17]=4[O:23][C:24]([CH2:25][CH3:26])([C:27]([NH:58][S:55]([CH3:54])(=[O:57])=[O:56])=[O:28])[CH2:30][CH3:31])[CH2:14][C:13](=[O:32])[NH:12][CH:11]3[C:33]3[CH:38]=[C:37]([F:39])[CH:36]=[CH:35][C:34]=3[CH3:40])[C:5]2=[CH:4][CH:3]=1. (8) Given the reactants [C:1]([C:5]1[O:9][N:8]=[C:7]([NH:10][C:11]([NH:13][C:14]2[CH:19]=[CH:18][CH:17]=[C:16]([C:20]#[C:21][C:22]3[C:23](Cl)=[N:24][CH:25]=[N:26][CH:27]=3)[CH:15]=2)=[O:12])[CH:6]=1)([CH3:4])([CH3:3])[CH3:2].[CH3:29][N:30]1[CH2:35][CH2:34][N:33]([CH2:36][CH2:37][CH2:38][NH2:39])[CH2:32][CH2:31]1, predict the reaction product. The product is: [C:1]([C:5]1[O:9][N:8]=[C:7]([NH:10][C:11]([NH:13][C:14]2[CH:19]=[CH:18][CH:17]=[C:16]([C:20]#[C:21][C:22]3[C:23]([NH:39][CH2:38][CH2:37][CH2:36][N:33]4[CH2:32][CH2:31][N:30]([CH3:29])[CH2:35][CH2:34]4)=[N:24][CH:25]=[N:26][CH:27]=3)[CH:15]=2)=[O:12])[CH:6]=1)([CH3:4])([CH3:3])[CH3:2]. (9) Given the reactants [CH2:1]([O:4][C@H:5]1[CH2:9][N:8]([C:10]([O:12][C:13]([CH3:16])([CH3:15])[CH3:14])=[O:11])[C@@H:7]([C@H:17]2[O:21][C:20]([CH3:23])([CH3:22])[N:19](C(OCC3C=CC=CC=3)=O)[C@H:18]2[CH2:34][C:35]2[CH:40]=[CH:39][CH:38]=[CH:37][CH:36]=2)[CH2:6]1)[CH:2]=[CH2:3], predict the reaction product. The product is: [CH2:34]([C@H:18]1[C@@H:17]([C@H:7]2[CH2:6][C@@H:5]([O:4][CH2:1][CH2:2][CH3:3])[CH2:9][N:8]2[C:10]([O:12][C:13]([CH3:16])([CH3:15])[CH3:14])=[O:11])[O:21][C:20]([CH3:22])([CH3:23])[NH:19]1)[C:35]1[CH:40]=[CH:39][CH:38]=[CH:37][CH:36]=1.